Predict the reaction yield, written as a fraction of the theoretical maximum amount of product (1.0 means a 100% yield; for example, 0.34 means a 34% yield). From a dataset of Reaction yield outcomes from USPTO patents with 853,638 reactions. The reactants are [Li]CCCC.[CH3:6][N:7]1[CH:11]=[CH:10][N:9]=[CH:8]1.[NH2:12][C:13]1[CH:21]=[CH:20][C:19]([Cl:22])=[CH:18][C:14]=1[C:15](O)=[O:16].[NH4+].[Cl-]. The catalyst is CCCCCC.CCOCC. The product is [NH2:12][C:13]1[CH:21]=[CH:20][C:19]([Cl:22])=[CH:18][C:14]=1[C:15]([C:8]1[N:7]([CH3:6])[CH:11]=[CH:10][N:9]=1)=[O:16]. The yield is 0.137.